From a dataset of Reaction yield outcomes from USPTO patents with 853,638 reactions. Predict the reaction yield, written as a fraction of the theoretical maximum amount of product (1.0 means a 100% yield; for example, 0.34 means a 34% yield). The reactants are [O:1]1[C:5]2[CH:6]=[CH:7][C:8]([C:10](=[O:12])C)=[CH:9][C:4]=2[CH2:3][CH2:2]1.Cl[O-].[Na+].S(=O)(O)[O-:17].[Na+].Cl. No catalyst specified. The product is [O:1]1[C:5]2[CH:6]=[CH:7][C:8]([C:10]([OH:12])=[O:17])=[CH:9][C:4]=2[CH2:3][CH2:2]1. The yield is 0.970.